This data is from Forward reaction prediction with 1.9M reactions from USPTO patents (1976-2016). The task is: Predict the product of the given reaction. (1) Given the reactants Cl.[NH:2]1[CH2:6][CH2:5][C@H:4]([NH:7][C:8]([C:10]2[C:14]3[N:15]=[CH:16][N:17]=[C:18]([C:19]4[C:27]5[O:26][CH2:25][O:24][C:23]=5[CH:22]=[CH:21][C:20]=4[O:28][CH2:29][CH:30]4[CH2:32][CH2:31]4)[C:13]=3[NH:12][CH:11]=2)=[O:9])[CH2:3]1.[CH:33](OC(=O)C)=[O:34], predict the reaction product. The product is: [CH:33]([N:2]1[CH2:6][CH2:5][C@H:4]([NH:7][C:8]([C:10]2[C:14]3[N:15]=[CH:16][N:17]=[C:18]([C:19]4[C:27]5[O:26][CH2:25][O:24][C:23]=5[CH:22]=[CH:21][C:20]=4[O:28][CH2:29][CH:30]4[CH2:32][CH2:31]4)[C:13]=3[NH:12][CH:11]=2)=[O:9])[CH2:3]1)=[O:34]. (2) Given the reactants [CH:1]1([CH2:4][O:5][C:6]2[CH:11]=[CH:10][C:9]([C:12]3[O:13][C:14]4[CH:20]=[C:19]([OH:21])[CH:18]=[CH:17][C:15]=4[N:16]=3)=[CH:8][C:7]=2[F:22])[CH2:3][CH2:2]1.O[CH2:24][C@@H:25]([NH:27][C:28](=[O:34])[O:29][C:30]([CH3:33])([CH3:32])[CH3:31])[CH3:26].C1(P(C2C=CC=CC=2)C2C=CC=CC=2)C=CC=CC=1.C1(C)C=CC=CC=1.N(C(OC(C)C)=O)=NC(OC(C)C)=O, predict the reaction product. The product is: [CH:1]1([CH2:4][O:5][C:6]2[CH:11]=[CH:10][C:9]([C:12]3[O:13][C:14]4[CH:20]=[C:19]([O:21][CH2:26][C@@H:25]([NH:27][C:28](=[O:34])[O:29][C:30]([CH3:31])([CH3:33])[CH3:32])[CH3:24])[CH:18]=[CH:17][C:15]=4[N:16]=3)=[CH:8][C:7]=2[F:22])[CH2:2][CH2:3]1.